Dataset: Full USPTO retrosynthesis dataset with 1.9M reactions from patents (1976-2016). Task: Predict the reactants needed to synthesize the given product. (1) Given the product [CH2:62]([C@@H:60]1[CH2:61][N:57]([CH2:37][C:36]2([OH:35])[CH:41]([OH:42])[CH:40]([O:43][CH:44]3[CH:49]([OH:50])[CH:48]([OH:51])[CH:47]([OH:52])[CH:46]([CH2:53][OH:54])[O:45]3)[CH:39]([OH:38])[CH2:55][O:56]2)[C:58](=[O:66])[CH2:59]1)[CH:63]([CH3:65])[CH3:64].[OH:35][C:36]1([CH2:37][N:57]2[CH2:61][C@@H:60]([CH2:62][CH:63]([CH3:65])[CH3:64])[CH2:59][C:58]2=[O:66])[CH:41]([OH:42])[CH:40]([O:43][CH:44]2[CH:49]([OH:50])[CH:48]([OH:51])[CH:47]([OH:52])[CH:46]([CH2:53][OH:54])[O:45]2)[CH:39]([CH2:55][OH:56])[O:38]1.[OH:35][CH:36]1[CH:41]([OH:42])[CH:40]([O:43][CH:44]2[CH:49]([OH:50])[CH:48]([OH:51])[CH:47]([OH:52])[CH:46]([CH2:53][OH:54])[O:45]2)[CH:39]([CH2:55][OH:56])[O:38][CH:37]1[N:57]1[CH2:61][C@@H:60]([CH2:62][CH:63]([CH3:64])[CH3:65])[CH2:59][C:58]1=[O:66], predict the reactants needed to synthesize it. The reactants are: CC(C[C@H](CN)CC(O)=O)C.OC1O[C@H](CO)[C@@H](O[C@@H]2O[C@H](CO)[C@H](O)[C@H](O)[C@H]2O)[C@H](O)[C@H]1O.[OH:35][CH:36]1[CH:41]([OH:42])[CH:40]([O:43][CH:44]2[CH:49]([OH:50])[CH:48]([OH:51])[CH:47]([OH:52])[CH:46]([CH2:53][OH:54])[O:45]2)[CH:39]([CH2:55][OH:56])[O:38][CH:37]1[N:57]1[CH2:61][C@@H:60]([CH2:62][CH:63]([CH3:65])[CH3:64])[CH2:59][C:58]1=[O:66].O[C@H]1O[C@H](CO)[C@@H](O[C@@H]2O[C@H](CO)[C@H](O)[C@H](O)[C@H]2O)[C@H](O)[C@H]1O. (2) Given the product [C:1]1([C:7]2[C:16]3[C:11](=[CH:12][CH:13]=[CH:14][CH:15]=3)[CH:10]=[CH:9][C:8]=2[O:17][C:19]2[CH:24]=[CH:23][CH:22]=[C:21]([O:29][C:26]3[CH:9]=[CH:10][C:11]4[C:16](=[CH:15][CH:14]=[CH:13][CH:12]=4)[C:7]=3[C:1]3[CH:6]=[CH:5][CH:4]=[CH:3][CH:2]=3)[CH:20]=2)[CH:2]=[CH:3][CH:4]=[CH:5][CH:6]=1, predict the reactants needed to synthesize it. The reactants are: [C:1]1([C:7]2[C:16]3[C:11](=[CH:12][CH:13]=[CH:14][CH:15]=3)[CH:10]=[CH:9][C:8]=2[OH:17])[CH:6]=[CH:5][CH:4]=[CH:3][CH:2]=1.Br[C:19]1[CH:24]=[CH:23][CH:22]=[C:21](Br)[CH:20]=1.[C:26](=[O:29])([O-])[O-].[K+].[K+]. (3) Given the product [OH:32][C:24]1[CH:23]=[C:22]([O:21][CH2:20][CH2:19][CH2:18][CH2:17][O:9][C:6]2[CH:5]=[CH:4][C:3]([C:10](=[O:15])[CH2:11][CH:12]([CH3:13])[CH3:14])=[C:2]([OH:1])[C:7]=2[CH3:8])[CH:31]=[CH:30][C:25]=1[C:26]([O:28][CH3:29])=[O:27], predict the reactants needed to synthesize it. The reactants are: [OH:1][C:2]1[C:7]([CH3:8])=[C:6]([OH:9])[CH:5]=[CH:4][C:3]=1[C:10](=[O:15])[CH2:11][CH:12]([CH3:14])[CH3:13].Br[CH2:17][CH2:18][CH2:19][CH2:20][O:21][C:22]1[CH:31]=[CH:30][C:25]([C:26]([O:28][CH3:29])=[O:27])=[C:24]([OH:32])[CH:23]=1. (4) Given the product [C:34]([C:8]1[C:9]([C:11]2[C:19]3[C:14](=[N:15][CH:16]=[C:17]([C:20]([F:21])([F:23])[F:22])[CH:18]=3)[N:13]([S:24]([C:27]3[CH:28]=[CH:29][C:30]([CH3:33])=[CH:31][CH:32]=3)(=[O:25])=[O:26])[CH:12]=2)=[N:10][C:5]([NH:36][C@H:37]2[CH2:42][CH2:41][CH2:40][C@@H:39]([NH:43][C:44](=[O:50])[O:45][C:46]([CH3:48])([CH3:47])[CH3:49])[CH2:38]2)=[N:6][CH:7]=1)#[N:35], predict the reactants needed to synthesize it. The reactants are: CS([C:5]1[N:10]=[C:9]([C:11]2[C:19]3[C:14](=[N:15][CH:16]=[C:17]([C:20]([F:23])([F:22])[F:21])[CH:18]=3)[N:13]([S:24]([C:27]3[CH:32]=[CH:31][C:30]([CH3:33])=[CH:29][CH:28]=3)(=[O:26])=[O:25])[CH:12]=2)[C:8]([C:34]#[N:35])=[CH:7][N:6]=1)(=O)=O.[NH2:36][C@@H:37]1[CH2:42][CH2:41][CH2:40][C@H:39]([NH:43][C:44](=[O:50])[O:45][C:46]([CH3:49])([CH3:48])[CH3:47])[CH2:38]1.C(N(CC)C(C)C)(C)C. (5) Given the product [C:45]([O:44][C:42](=[O:43])[CH2:41][N:23]1[C:24]2[C:20](=[CH:19][C:18]([F:17])=[CH:26][CH:25]=2)[C:21]([C:28]2[C:33]3[CH:34]=[CH:35][CH:36]=[CH:37][C:32]=3[S:31](=[O:38])(=[O:39])[N:30]([CH2:2][CH2:3][O:4][C:5]3[CH:10]=[CH:9][CH:8]=[CH:7][CH:6]=3)[N:29]=2)=[C:22]1[CH3:27])([CH3:48])([CH3:47])[CH3:46], predict the reactants needed to synthesize it. The reactants are: Br[CH2:2][CH2:3][O:4][C:5]1[CH:10]=[CH:9][CH:8]=[CH:7][CH:6]=1.C([O-])([O-])=O.[K+].[K+].[F:17][C:18]1[CH:19]=[C:20]2[C:24](=[CH:25][CH:26]=1)[NH:23][C:22]([CH3:27])=[C:21]2[C:28]1[C:33]2[CH:34]=[CH:35][CH:36]=[CH:37][C:32]=2[S:31](=[O:39])(=[O:38])[NH:30][N:29]=1.Br[CH2:41][C:42]([O:44][C:45]([CH3:48])([CH3:47])[CH3:46])=[O:43].